From a dataset of Catalyst prediction with 721,799 reactions and 888 catalyst types from USPTO. Predict which catalyst facilitates the given reaction. (1) Reactant: [C:1]([C:3]1[CH:4]=[C:5]([NH:9][C:10]2[C:19]3[C:14](=[CH:15][C:16](F)=[C:17]([N+:20]([O-:22])=[O:21])[CH:18]=3)[N:13]=[CH:12][N:11]=2)[CH:6]=[CH:7][CH:8]=1)#[CH:2].[CH3:24][O:25][CH2:26][CH2:27][O-:28].[Na+].O. Product: [C:1]([C:3]1[CH:4]=[C:5]([NH:9][C:10]2[C:19]3[C:14](=[CH:15][C:16]([O:28][CH2:27][CH2:26][O:25][CH3:24])=[C:17]([N+:20]([O-:22])=[O:21])[CH:18]=3)[N:13]=[CH:12][N:11]=2)[CH:6]=[CH:7][CH:8]=1)#[CH:2]. The catalyst class is: 141. (2) Reactant: [NH2:1][C@H:2]([C:12]1[CH:17]=[CH:16][C:15]([Cl:18])=[CH:14][CH:13]=1)[C@@H:3]([C:5]1[CH:10]=[CH:9][CH:8]=[C:7]([Cl:11])[CH:6]=1)[OH:4].C(N(CC)CC)C.[Cl:26][CH2:27][C:28](Cl)=[O:29].[NH4+].[Cl-]. Product: [Cl:26][CH2:27][C:28]([NH:1][C@H:2]([C:12]1[CH:17]=[CH:16][C:15]([Cl:18])=[CH:14][CH:13]=1)[C@@H:3]([C:5]1[CH:10]=[CH:9][CH:8]=[C:7]([Cl:11])[CH:6]=1)[OH:4])=[O:29]. The catalyst class is: 56.